This data is from Forward reaction prediction with 1.9M reactions from USPTO patents (1976-2016). The task is: Predict the product of the given reaction. (1) Given the reactants C([O-])([O-])=O.[Na+].[Na+].[CH:7]([C:9]1[CH:14]=[CH:13][C:12](B(O)O)=[CH:11][CH:10]=1)=[O:8].Cl[C:19]1[N:24]=[CH:23][C:22]([F:25])=[CH:21][N:20]=1, predict the reaction product. The product is: [F:25][C:22]1[CH:21]=[N:20][C:19]([C:12]2[CH:13]=[CH:14][C:9]([CH:7]=[O:8])=[CH:10][CH:11]=2)=[N:24][CH:23]=1. (2) The product is: [C@@H:22]([O:26][C:27]1[CH:28]=[C:29]([CH:34]=[C:35]([N:37]2[CH2:41][CH2:40][CH2:39][C:38]2=[O:42])[CH:36]=1)[C:30]([OH:32])=[O:31])([CH2:24][CH3:25])[CH3:23]. Given the reactants O=C1CCCN1C1C=C(C=C(N2CCCC2=O)C=1)C(O)=O.[C@@H:22]([O:26][C:27]1[CH:28]=[C:29]([CH:34]=[C:35]([N:37]2[CH2:41][CH2:40][CH2:39][C:38]2=[O:42])[CH:36]=1)[C:30]([O:32]C)=[O:31])([CH2:24][CH3:25])[CH3:23], predict the reaction product. (3) Given the reactants [Cl:1][C:2]1[CH:3]=[C:4]([C:8]2[C:29](/[CH:30]=[CH:31]/[CH2:32][N:33]3[CH2:38][CH2:37][CH2:36][CH2:35][CH2:34]3)=[C:11]3[CH:12]=[C:13]([C:16]([N:18]([CH2:24][CH2:25][CH:26]([CH3:28])[CH3:27])[CH2:19][CH2:20][CH:21]([CH3:23])[CH3:22])=[O:17])[CH:14]=[CH:15][N:10]3[N:9]=2)[CH:5]=[CH:6][CH:7]=1.FC(F)(F)C(O)=O.C([SiH](CC)CC)C.C(=O)(O)[O-].[Na+], predict the reaction product. The product is: [Cl:1][C:2]1[CH:3]=[C:4]([C:8]2[C:29]([CH2:30][CH2:31][CH2:32][N:33]3[CH2:38][CH2:37][CH2:36][CH2:35][CH2:34]3)=[C:11]3[CH:12]=[C:13]([C:16]([N:18]([CH2:24][CH2:25][CH:26]([CH3:28])[CH3:27])[CH2:19][CH2:20][CH:21]([CH3:23])[CH3:22])=[O:17])[CH:14]=[CH:15][N:10]3[N:9]=2)[CH:5]=[CH:6][CH:7]=1. (4) Given the reactants [F:1][C:2]([F:18])([F:17])[C:3]1[CH:4]=[CH:5][C:6]2[N:7]([C:9]([C:12]([O:14]CC)=O)=[N:10][N:11]=2)[CH:8]=1.Cl.Cl.[F:21][C:22]([F:36])([F:35])[C:23]1[CH:28]=[CH:27][CH:26]=[CH:25][C:24]=1[CH:29]1[CH2:34][CH2:33][NH:32][CH2:31][CH2:30]1.F[P-](F)(F)(F)(F)F.N1(O[P+](N(C)C)(N(C)C)N(C)C)C2C=CC=CC=2N=N1.CCN(C(C)C)C(C)C, predict the reaction product. The product is: [F:18][C:2]([F:1])([F:17])[C:3]1[CH:4]=[CH:5][C:6]2[N:7]([C:9]([C:12]([N:32]3[CH2:33][CH2:34][CH:29]([C:24]4[CH:25]=[CH:26][CH:27]=[CH:28][C:23]=4[C:22]([F:21])([F:35])[F:36])[CH2:30][CH2:31]3)=[O:14])=[N:10][N:11]=2)[CH:8]=1. (5) Given the reactants [CH3:1][N:2]1[CH2:7][CH2:6][C:5](=[O:8])[CH2:4][CH2:3]1.[Si](OS(C(F)(F)F)(=O)=O)(C)(C)C.[Cl:21][C:22]1[CH:35]=[CH:34][C:25]([CH:26](O)[C:27]2[CH:32]=[CH:31][CH:30]=[CH:29][CH:28]=2)=[CH:24][CH:23]=1.C(=O)(O)[O-].[Na+], predict the reaction product. The product is: [Cl:21][C:22]1[CH:23]=[CH:24][C:25]([CH:26]([C:27]2[CH:28]=[CH:29][CH:30]=[CH:31][CH:32]=2)[CH:4]2[C:5](=[O:8])[CH2:6][CH2:7][N:2]([CH3:1])[CH2:3]2)=[CH:34][CH:35]=1. (6) Given the reactants [CH2:1]([C:8]1[O:12][N:11]=[C:10]([C:13]2[CH:63]=[CH:62][C:16]([CH2:17][NH:18][C:19](=[O:61])[C@@H:20]([NH:43][C:44](=[O:60])[O:45][CH2:46][CH:47]3[C:59]4[CH:58]=[CH:57][CH:56]=[CH:55][C:54]=4[C:53]4[C:48]3=[CH:49][CH:50]=[CH:51][CH:52]=4)[CH2:21][CH2:22][O:23]C(C3C=CC=CC=3)(C3C=CC=CC=3)C3C=CC=CC=3)=[CH:15][CH:14]=2)[N:9]=1)[CH2:2][CH2:3][CH2:4][CH2:5][CH2:6][CH3:7].FC(F)(F)C(O)=O.N, predict the reaction product. The product is: [CH2:1]([C:8]1[O:12][N:11]=[C:10]([C:13]2[CH:14]=[CH:15][C:16]([CH2:17][NH:18][C:19](=[O:61])[C@@H:20]([NH:43][C:44](=[O:60])[O:45][CH2:46][CH:47]3[C:59]4[CH:58]=[CH:57][CH:56]=[CH:55][C:54]=4[C:53]4[C:48]3=[CH:49][CH:50]=[CH:51][CH:52]=4)[CH2:21][CH2:22][OH:23])=[CH:62][CH:63]=2)[N:9]=1)[CH2:2][CH2:3][CH2:4][CH2:5][CH2:6][CH3:7]. (7) Given the reactants I[C:2]1[CH:3]=[C:4]([O:12][CH3:13])[C:5]([O:10][CH3:11])=[C:6]([O:8][CH3:9])[CH:7]=1.[O:14]1[CH:18]=[CH:17][CH2:16][CH2:15]1.CC([O-])=O.[K+], predict the reaction product. The product is: [CH3:9][O:8][C:6]1[CH:7]=[C:2]([CH:18]2[CH2:17][CH:16]=[CH:15][O:14]2)[CH:3]=[C:4]([O:12][CH3:13])[C:5]=1[O:10][CH3:11]. (8) Given the reactants [CH:1](OC)(OC)OC.[Cl:8][C:9]1[CH:10]=[C:11]([CH:19]=[C:20]([NH:22][NH2:23])[N:21]=1)[C:12]([O:14][C:15]([CH3:18])([CH3:17])[CH3:16])=[O:13], predict the reaction product. The product is: [Cl:8][C:9]1[N:21]2[CH:1]=[N:23][N:22]=[C:20]2[CH:19]=[C:11]([C:12]([O:14][C:15]([CH3:18])([CH3:16])[CH3:17])=[O:13])[CH:10]=1.